This data is from Catalyst prediction with 721,799 reactions and 888 catalyst types from USPTO. The task is: Predict which catalyst facilitates the given reaction. (1) Reactant: [F:1][C:2]1[CH:7]=[CH:6][C:5]([S:8]([C:11]2[C:12](OS(C(F)(F)F)(=O)=O)=[CH:13][C:14]3[CH2:20][CH2:19][N:18]([CH3:21])[CH2:17][CH2:16][C:15]=3[CH:22]=2)(=[O:10])=[O:9])=[CH:4][CH:3]=1.[Cl-].[CH3:32][Zn+]. Product: [F:1][C:2]1[CH:3]=[CH:4][C:5]([S:8]([C:11]2[C:12]([CH3:32])=[CH:13][C:14]3[CH2:20][CH2:19][N:18]([CH3:21])[CH2:17][CH2:16][C:15]=3[CH:22]=2)(=[O:9])=[O:10])=[CH:6][CH:7]=1. The catalyst class is: 602. (2) Reactant: [O:1]=[C:2]1[CH2:7][N:6]([C:8]([O:10][CH2:11][C:12]2[CH:17]=[CH:16][CH:15]=[CH:14][CH:13]=2)=[O:9])[CH2:5][CH2:4][N:3]1[C:18]([O:20][C:21]([CH3:24])([CH3:23])[CH3:22])=[O:19].[C:25]([Mg]Br)#[C:26][CH3:27].[NH4+].[Cl-]. Product: [C:21]([O:20][C:18]([NH:3][CH2:4][CH2:5][N:6]([CH2:7][C:2](=[O:1])[C:25]#[C:26][CH3:27])[C:8](=[O:9])[O:10][CH2:11][C:12]1[CH:17]=[CH:16][CH:15]=[CH:14][CH:13]=1)=[O:19])([CH3:24])([CH3:23])[CH3:22]. The catalyst class is: 1. (3) Reactant: [CH2:1]([Mg]Br)[CH3:2].[Br:5][C:6]1[CH:13]=[C:12]([F:14])[CH:11]=[CH:10][C:7]=1[CH:8]=[O:9].O.Cl. Product: [Br:5][C:6]1[CH:13]=[C:12]([F:14])[CH:11]=[CH:10][C:7]=1[CH:8]([OH:9])[CH2:1][CH3:2]. The catalyst class is: 27.